This data is from Plasma protein binding rate (PPBR) regression data from AstraZeneca. The task is: Regression/Classification. Given a drug SMILES string, predict its absorption, distribution, metabolism, or excretion properties. Task type varies by dataset: regression for continuous measurements (e.g., permeability, clearance, half-life) or binary classification for categorical outcomes (e.g., BBB penetration, CYP inhibition). For this dataset (ppbr_az), we predict Y. (1) The molecule is COc1ccc(CCN(C)CCCC(C#N)(c2ccc(OC)c(OC)c2)C(C)C)cc1OC. The Y is 89.3 %. (2) The molecule is c1ccc2c(c1)CC(N1CCN(c3cccc4c3OCCO4)CC1)C2. The Y is 97.4 %. (3) The drug is O=C(O)c1cn(Cc2ccccc2)c2cc(N3CCNCC3)c(F)cc2c1=O. The Y is 70.1 %. (4) The Y is 93.8 %. The compound is Cc1ccc(N2CC(COc3ccc(-c4noc(C)n4)cc3)C2)nn1. (5) The drug is Fc1ccc(-c2c3cccc(C(F)(F)F)c3nn2Cc2ccc(F)cc2Cl)cc1. The Y is 99.9 %. (6) The compound is O=C(NCC12CC3CC(CC(C3)C1)C2)c1cc(N2CCNCC2)ccc1Cl. The Y is 97.3 %. (7) The Y is 93.1 %. The drug is COc1ccccc1CN(C(C)=O)c1cnccc1Oc1ccccc1. (8) The compound is COc1cc2ncc(C(N)=O)c(Nc3cc(F)ccc3F)c2cc1OC. The Y is 94.6 %. (9) The Y is 73.8 %. The drug is Nc1ccc2nc(SCC(=O)NC3CCN(Cc4ccc(Cl)c(Cl)c4)CC3)sc2c1.